Dataset: Forward reaction prediction with 1.9M reactions from USPTO patents (1976-2016). Task: Predict the product of the given reaction. (1) Given the reactants CN(C)CCCN=C=NCC.O.[C:13]([NH:20][C@H:21]([C:26]([OH:28])=O)[CH2:22][CH:23]([CH3:25])[CH3:24])([O:15][C:16]([CH3:19])([CH3:18])[CH3:17])=[O:14].C(N(C(C)C)CC)(C)C.OC1C2N=NNC=2C=CC=1.[CH2:48]([O:55][C:56]([N:58]1[CH2:64][CH:63]([OH:65])[CH:62]([NH2:66])[CH2:61][CH2:60][CH:59]1[CH3:67])=[O:57])[C:49]1[CH:54]=[CH:53][CH:52]=[CH:51][CH:50]=1, predict the reaction product. The product is: [CH2:48]([O:55][C:56]([N:58]1[CH2:64][C@H:63]([OH:65])[C@@H:62]([NH:66][C:26](=[O:28])[C@@H:21]([NH:20][C:13]([O:15][C:16]([CH3:17])([CH3:18])[CH3:19])=[O:14])[CH2:22][CH:23]([CH3:24])[CH3:25])[CH2:61][CH2:60][C@H:59]1[CH3:67])=[O:57])[C:49]1[CH:50]=[CH:51][CH:52]=[CH:53][CH:54]=1. (2) Given the reactants CB(O)O.P([O-])([O-])([O-])=O.[K+].[K+].[K+].[CH:13]1(P(C2CCCCC2)C2C=CC=CC=2C2C(C(C)C)=CC(C(C)C)=CC=2C(C)C)CCCCC1.Cl[C:48]1[C:52]2[CH:53]=[C:54]([O:57][CH3:58])[CH:55]=[CH:56][C:51]=2[S:50][C:49]=1[C:59]([O:61][CH3:62])=[O:60], predict the reaction product. The product is: [CH3:58][O:57][C:54]1[CH:55]=[CH:56][C:51]2[S:50][C:49]([C:59]([O:61][CH3:62])=[O:60])=[C:48]([CH3:13])[C:52]=2[CH:53]=1. (3) Given the reactants [CH3:1][O:2][C:3](=[O:13])[CH2:4][CH2:5][CH2:6][CH2:7][CH2:8][CH2:9][CH2:10][CH2:11]O.C(Br)(Br)(Br)[Br:15].C1C=CC(P(C2C=CC=CC=2)C2C=CC=CC=2)=CC=1, predict the reaction product. The product is: [CH3:1][O:2][C:3](=[O:13])[CH2:4][CH2:5][CH2:6][CH2:7][CH2:8][CH2:9][CH2:10][CH2:11][Br:15]. (4) Given the reactants Cl[CH2:2][CH2:3][CH2:4][S:5]([N:8]1[CH2:13][CH2:12][CH:11]([C:14]2[C:22]3[C:17](=[C:18]([C:29]([NH2:31])=[O:30])[CH:19]=[C:20]([C:23]4[CH:28]=[CH:27][CH:26]=[CH:25][CH:24]=4)[CH:21]=3)[NH:16][CH:15]=2)[CH2:10][CH2:9]1)(=[O:7])=[O:6].[F:32][C:33]1[CH:38]=[CH:37][C:36]([OH:39])=[CH:35][CH:34]=1.C([O-])([O-])=O.[K+].[K+], predict the reaction product. The product is: [F:32][C:33]1[CH:38]=[CH:37][C:36]([O:39][CH2:2][CH2:3][CH2:4][S:5]([N:8]2[CH2:13][CH2:12][CH:11]([C:14]3[C:22]4[C:17](=[C:18]([C:29]([NH2:31])=[O:30])[CH:19]=[C:20]([C:23]5[CH:28]=[CH:27][CH:26]=[CH:25][CH:24]=5)[CH:21]=4)[NH:16][CH:15]=3)[CH2:10][CH2:9]2)(=[O:7])=[O:6])=[CH:35][CH:34]=1. (5) Given the reactants [CH:1]1([CH2:4][O:5][CH2:6][CH2:7][OH:8])[CH2:3][CH2:2]1.C1(P(C2C=CC=CC=2)C2C=CC=CC=2)C=CC=CC=1.[CH2:28]([O:35][C:36]1[CH:41]=[CH:40][C:39](O)=[CH:38][CH:37]=1)[C:29]1[CH:34]=[CH:33][CH:32]=[CH:31][CH:30]=1.CCOC(/N=N/C(OCC)=O)=O, predict the reaction product. The product is: [CH:1]1([CH2:4][O:5][CH2:6][CH2:7][O:8][C:39]2[CH:40]=[CH:41][C:36]([O:35][CH2:28][C:29]3[CH:34]=[CH:33][CH:32]=[CH:31][CH:30]=3)=[CH:37][CH:38]=2)[CH2:3][CH2:2]1. (6) Given the reactants [NH2:1][C:2]1[C:3]([NH2:8])=[N:4][CH:5]=[CH:6][N:7]=1.[N:9]1[CH:14]=[CH:13][C:12](B(O)O)=[CH:11][CH:10]=1, predict the reaction product. The product is: [N:1]1([C:2]2[C:3]([NH2:8])=[N:4][CH:5]=[C:6]([C:12]3[CH:13]=[CH:14][N:9]=[CH:10][CH:11]=3)[N:7]=2)[CH2:14][CH2:13][CH2:12][CH2:11][CH2:10]1.